This data is from Full USPTO retrosynthesis dataset with 1.9M reactions from patents (1976-2016). The task is: Predict the reactants needed to synthesize the given product. (1) Given the product [NH2:8][CH:9]1[CH2:13][CH2:12][N:11]([S:14]([C:17]2[C:18]3[C:19]([Cl:27])=[CH:20][N:21]=[C:22]([OH:32])[C:23]=3[CH:24]=[CH:25][CH:26]=2)(=[O:16])=[O:15])[CH2:10]1.[ClH:27], predict the reactants needed to synthesize it. The reactants are: C(OC([NH:8][CH:9]1[CH2:13][CH2:12][N:11]([S:14]([C:17]2[C:18]3[C:19]([Cl:27])=[CH:20][N:21]=[CH:22][C:23]=3[CH:24]=[CH:25][CH:26]=2)(=[O:16])=[O:15])[CH2:10]1)=O)(C)(C)C.C([O:32]C(NC1CCN(S(C2C3C(Br)=CN=CC=3C=CC=2)(=O)=O)C1)=O)(C)(C)C. (2) Given the product [Cl:1][C:2]1[CH:3]=[CH:4][C:5]([C:8]2[CH:9]=[C:10]3[C:13](=[O:14])[N:15]([C:16]4[CH:21]=[CH:20][C:19]([O:22][CH2:23][C:24]([OH:27])([CH3:25])[CH3:26])=[C:18]([O:28][CH3:29])[CH:17]=4)[CH2:32][CH2:31][N:11]3[CH:12]=2)=[CH:6][CH:7]=1, predict the reactants needed to synthesize it. The reactants are: [Cl:1][C:2]1[CH:7]=[CH:6][C:5]([C:8]2[CH:9]=[C:10]([C:13]([NH:15][C:16]3[CH:21]=[CH:20][C:19]([O:22][CH2:23][C:24]([OH:27])([CH3:26])[CH3:25])=[C:18]([O:28][CH3:29])[CH:17]=3)=[O:14])[NH:11][CH:12]=2)=[CH:4][CH:3]=1.Br[CH2:31][CH2:32]Br. (3) The reactants are: [CH3:1][C:2]1[CH:3]=[C:4]([O:9][CH3:10])[CH:5]=[C:6]([CH3:8])[CH:7]=1.ClS(O)(=O)=O.C(N(CC)CC)C.COC1C=C(C)C(S(Cl)(=O)=O)=C(C)C=1.Cl.[OH-].[Na+].BrCC(OC(C)(C)C)=O.COC1C=C(C)C([S:58]([N:61]([CH2:63][CH2:64][O:65][CH2:66][C:67]([O:69]C(C)(C)C)=[O:68])[CH3:62])(=[O:60])=[O:59])=C(C)C=1.C(O)(C(F)(F)F)=O. Given the product [CH3:10][O:9][C:4]1[CH:5]=[C:6]([CH3:8])[C:7]([S:58]([N:61]([CH3:62])[CH2:63][CH2:64][O:65][CH2:66][C:67]([OH:69])=[O:68])(=[O:59])=[O:60])=[C:2]([CH3:1])[CH:3]=1, predict the reactants needed to synthesize it. (4) Given the product [Br:32][CH2:33][CH2:34][CH2:35][CH2:36][C:37](=[O:48])[CH2:38][C-:13]1[C:12]([C:14]([CH3:17])([CH3:16])[CH3:15])=[C:11]([C:18]([CH3:21])([CH3:20])[CH3:19])[C:10]([C:22]([CH3:25])([CH3:24])[CH3:23])=[C:9]1[C:5]([CH3:8])([CH3:7])[CH3:6].[CH-:26]1[CH:30]=[CH:29][CH:28]=[CH:27]1.[Fe+2:31], predict the reactants needed to synthesize it. The reactants are: ClC(Cl)C.[C:5]([C:9]1[C:10]([C:22]([CH3:25])([CH3:24])[CH3:23])=[C:11]([C:18]([CH3:21])([CH3:20])[CH3:19])[C-:12]([C:14]([CH3:17])([CH3:16])[CH3:15])[CH:13]=1)([CH3:8])([CH3:7])[CH3:6].[CH-:26]1[CH:30]=[CH:29][CH:28]=[CH:27]1.[Fe+2:31].[Br:32][CH2:33][CH2:34][CH2:35][CH2:36][CH2:37][C:38](Cl)=O.[Al+3].[Cl-].[Cl-].[Cl-].Cl.CC[O:48]CC. (5) Given the product [CH3:1][O:2][C:3](=[O:16])[CH2:4][CH:5]1[C:9]2[CH:10]=[CH:11][C:12]([OH:15])=[C:13]([CH3:14])[C:8]=2[O:7][CH2:6]1, predict the reactants needed to synthesize it. The reactants are: [CH3:1][O:2][C:3](=[O:16])[CH2:4][C:5]1[C:9]2[CH:10]=[CH:11][C:12]([OH:15])=[C:13]([CH3:14])[C:8]=2[O:7][CH:6]=1. (6) Given the product [CH2:1]([N:8]1[CH2:13][CH2:12][C@@H:11]([CH3:14])[C@@H:10]([NH:15][C:16]2[C:17]3[CH:27]=[CH:26][N:25]([CH2:28][O:29][CH2:30][CH2:31][Si:32]([CH3:35])([CH3:34])[CH3:33])[C:18]=3[N:19]=[CH:20][C:21]=2[C:22]#[C:23][CH3:36])[CH2:9]1)[C:2]1[CH:7]=[CH:6][CH:5]=[CH:4][CH:3]=1, predict the reactants needed to synthesize it. The reactants are: [CH2:1]([N:8]1[CH2:13][CH2:12][C@@H:11]([CH3:14])[C@@H:10]([NH:15][C:16]2[C:17]3[CH:27]=[CH:26][N:25]([CH2:28][O:29][CH2:30][CH2:31][Si:32]([CH3:35])([CH3:34])[CH3:33])[C:18]=3[N:19]=[CH:20][C:21]=2[C:22]#[C:23]Br)[CH2:9]1)[C:2]1[CH:7]=[CH:6][CH:5]=[CH:4][CH:3]=1.[CH2:36]([Li])CCC.CI.[Cl-].[NH4+]. (7) The reactants are: [Br:1][C:2]1[CH:3]=[C:4]([CH:10]=[C:11]([Cl:13])[CH:12]=1)[O:5][CH2:6][CH:7]1[CH2:9][O:8]1.[CH3:14][NH2:15]. Given the product [Br:1][C:2]1[CH:3]=[C:4]([CH:10]=[C:11]([Cl:13])[CH:12]=1)[O:5][CH2:6][CH:7]([OH:8])[CH2:9][NH:15][CH3:14], predict the reactants needed to synthesize it. (8) Given the product [C:1]([NH:4][C:5]1[S:6][C:7]2[CH:13]=[CH:12][CH:11]=[C:10]([O:14][C:15]3[N:20]=[CH:19][N:18]=[C:17]([C:21]4[CH:26]=[CH:25][C:24]([C:27]([F:29])([F:30])[F:28])=[CH:23][C:22]=4[NH:31][C:32]([CH:34]4[CH2:39][CH2:38][CH2:37][CH2:36][N:35]4[CH:41]([CH3:43])[CH3:40])=[O:33])[CH:16]=3)[C:8]=2[N:9]=1)(=[O:3])[CH3:2], predict the reactants needed to synthesize it. The reactants are: [C:1]([NH:4][C:5]1[S:6][C:7]2[CH:13]=[CH:12][CH:11]=[C:10]([O:14][C:15]3[N:20]=[CH:19][N:18]=[C:17]([C:21]4[CH:26]=[CH:25][C:24]([C:27]([F:30])([F:29])[F:28])=[CH:23][C:22]=4[NH:31][C:32]([CH:34]4[CH2:39][CH2:38][CH2:37][CH2:36][NH:35]4)=[O:33])[CH:16]=3)[C:8]=2[N:9]=1)(=[O:3])[CH3:2].[CH3:40][C:41]([CH3:43])=O.